Dataset: Full USPTO retrosynthesis dataset with 1.9M reactions from patents (1976-2016). Task: Predict the reactants needed to synthesize the given product. Given the product [CH2:1]([N:8]1[CH:17]=[C:16]([C:18]([NH:39][CH2:38][CH2:37][N:36]([CH3:40])[CH3:35])=[O:20])[C:15]2[C:10](=[CH:11][CH:12]=[C:13]([C:21]3[CH:26]=[C:25]([C:27](=[O:32])[NH:28][CH:29]4[CH2:31][CH2:30]4)[CH:24]=[CH:23][C:22]=3[CH3:33])[CH:14]=2)[C:9]1=[O:34])[C:2]1[CH:3]=[CH:4][CH:5]=[CH:6][CH:7]=1, predict the reactants needed to synthesize it. The reactants are: [CH2:1]([N:8]1[CH:17]=[C:16]([C:18]([OH:20])=O)[C:15]2[C:10](=[CH:11][CH:12]=[C:13]([C:21]3[CH:26]=[C:25]([C:27](=[O:32])[NH:28][CH:29]4[CH2:31][CH2:30]4)[CH:24]=[CH:23][C:22]=3[CH3:33])[CH:14]=2)[C:9]1=[O:34])[C:2]1[CH:7]=[CH:6][CH:5]=[CH:4][CH:3]=1.[CH3:35][N:36]([CH3:40])[CH2:37][CH2:38][NH2:39].C(N(CC)C(C)C)(C)C.CN(C(ON1N=NC2C=CC=NC1=2)=[N+](C)C)C.F[P-](F)(F)(F)(F)F.